Dataset: Reaction yield outcomes from USPTO patents with 853,638 reactions. Task: Predict the reaction yield, written as a fraction of the theoretical maximum amount of product (1.0 means a 100% yield; for example, 0.34 means a 34% yield). (1) The reactants are [CH3:1][O:2][C:3](=[O:12])[C:4]1[CH:9]=[C:8]([Cl:10])[C:7](Cl)=[N:6][CH:5]=1.[CH:13]([NH2:16])([CH3:15])[CH3:14]. No catalyst specified. The product is [Cl:10][C:8]1[C:7]([NH:16][CH:13]([CH3:15])[CH3:14])=[N:6][CH:5]=[C:4]([CH:9]=1)[C:3]([O:2][CH3:1])=[O:12]. The yield is 0.0900. (2) The reactants are Cl.[C:2]1([N:8]([CH2:32][CH2:33][C:34]([O:36][CH3:37])=[O:35])[C:9]([C:11]2[CH:31]=[CH:30][C:14]3[N:15]([CH3:29])[C:16]([CH2:18][NH:19][C:20]4[CH:25]=[CH:24][C:23]([C:26](=[NH:28])[NH2:27])=[CH:22][CH:21]=4)=[N:17][C:13]=3[CH:12]=2)=[O:10])[CH:7]=[CH:6][CH:5]=[CH:4][CH:3]=1.Cl[C:39]([O:41][CH:42]1[CH2:47][CH2:46][CH2:45][CH2:44][CH2:43]1)=[O:40]. The catalyst is ClCCl.C(O)C. The product is [C:2]1([N:8]([CH2:32][CH2:33][C:34]([O:36][CH3:37])=[O:35])[C:9]([C:11]2[CH:31]=[CH:30][C:14]3[N:15]([CH3:29])[C:16]([CH2:18][NH:19][C:20]4[CH:25]=[CH:24][C:23]([C:26](=[NH:27])[NH:28][C:39]([O:41][CH:42]5[CH2:47][CH2:46][CH2:45][CH2:44][CH2:43]5)=[O:40])=[CH:22][CH:21]=4)=[N:17][C:13]=3[CH:12]=2)=[O:10])[CH:3]=[CH:4][CH:5]=[CH:6][CH:7]=1. The yield is 0.250. (3) The reactants are [N:1]#[C:2]Br.[F:4][C:5]1[CH:6]=[C:7]([NH2:21])[C:8]([NH:11][C:12]2[C:17]([CH3:18])=[CH:16][C:15]([CH3:19])=[CH:14][C:13]=2[CH3:20])=[CH:9][CH:10]=1. The catalyst is C(O)C. The product is [F:4][C:5]1[CH:10]=[CH:9][C:8]2[N:11]([C:12]3[C:13]([CH3:20])=[CH:14][C:15]([CH3:19])=[CH:16][C:17]=3[CH3:18])[C:2]([NH2:1])=[N:21][C:7]=2[CH:6]=1. The yield is 0.980.